This data is from Full USPTO retrosynthesis dataset with 1.9M reactions from patents (1976-2016). The task is: Predict the reactants needed to synthesize the given product. Given the product [Br:1][C:2]1[CH:3]=[C:4]([N:8]([CH2:9][C:10]2[CH:15]=[CH:14][CH:13]=[C:12]([O:16][C:17]([F:18])([F:19])[F:20])[CH:11]=2)[CH2:47][C@@H:46]([OH:41])[C:22]([F:28])([F:27])[F:21])[CH:5]=[CH:6][CH:7]=1, predict the reactants needed to synthesize it. The reactants are: [Br:1][C:2]1[CH:3]=[C:4]([NH:8][CH2:9][C:10]2[CH:15]=[CH:14][CH:13]=[C:12]([O:16][C:17]([F:20])([F:19])[F:18])[CH:11]=2)[CH:5]=[CH:6][CH:7]=1.[F:21][C:22]([F:28])([F:27])S([O-])(=[O:41])=[O:41].[Yb+3].[F:21][C:22]([F:28])([F:27])S([O-])(=O)=O.[F:21][C:22]([F:28])([F:27])S([O-])(=O)=[O:41].[C:46](#N)[CH3:47].